From a dataset of Full USPTO retrosynthesis dataset with 1.9M reactions from patents (1976-2016). Predict the reactants needed to synthesize the given product. (1) Given the product [NH2:23][C@H:18]1[CH2:19][CH2:20][CH2:21][CH2:22][C@H:17]1[NH:16][C:11]1[N:10]=[C:9]([C:31]2[CH:32]=[N:33][N:34]([CH3:36])[CH:35]=2)[C:8]2[C:7](=[O:37])[NH:6][CH2:14][C:13]=2[C:12]=1[F:15].[C:44]([OH:50])([C:46]([F:49])([F:48])[F:47])=[O:45], predict the reactants needed to synthesize it. The reactants are: COC1C=C(OC)C=CC=1C[N:6]1[CH2:14][C:13]2[C:12]([F:15])=[C:11]([NH:16][C@H:17]3[CH2:22][CH2:21][CH2:20][CH2:19][C@H:18]3[NH:23]C(=O)OC(C)(C)C)[N:10]=[C:9]([C:31]3[CH:32]=[N:33][N:34]([CH3:36])[CH:35]=3)[C:8]=2[C:7]1=[O:37].[C:44]([OH:50])([C:46]([F:49])([F:48])[F:47])=[O:45]. (2) Given the product [NH2:32][C:17]1([C:15]([NH:14][CH:8]([C:5]2[CH:4]=[CH:3][C:2]([Cl:1])=[CH:7][CH:6]=2)[CH2:9][S:10](=[O:12])(=[O:13])[NH2:11])=[O:16])[CH2:18][CH2:19][N:20]([C:23]2[C:24]3[CH:31]=[CH:30][NH:29][C:25]=3[N:26]=[CH:27][N:28]=2)[CH2:21][CH2:22]1, predict the reactants needed to synthesize it. The reactants are: [Cl:1][C:2]1[CH:7]=[CH:6][C:5]([CH:8]([NH:14][C:15]([C:17]2([NH:32]C(=O)OC(C)(C)C)[CH2:22][CH2:21][N:20]([C:23]3[C:24]4[CH:31]=[CH:30][NH:29][C:25]=4[N:26]=[CH:27][N:28]=3)[CH2:19][CH2:18]2)=[O:16])[CH2:9][S:10](=[O:13])(=[O:12])[NH2:11])=[CH:4][CH:3]=1.FC(F)(F)C(O)=O. (3) The reactants are: [C:1]([C:5]1[CH:9]=[C:8]([N:10]=[C:11]=[O:12])[N:7]([C:13]2[CH:18]=[CH:17][CH:16]=[CH:15][CH:14]=2)[N:6]=1)([CH3:4])([CH3:3])[CH3:2].[NH2:19][C:20]1[CH:38]=[CH:37][C:23]([O:24][C:25]2[C:34]3[NH:33][C:32](=[O:35])[C:31]([CH3:36])=[N:30][C:29]=3[N:28]=[CH:27][CH:26]=2)=[CH:22][C:21]=1[F:39]. Given the product [C:1]([C:5]1[CH:9]=[C:8]([NH:10][C:11]([NH:19][C:20]2[CH:38]=[CH:37][C:23]([O:24][C:25]3[C:34]4[NH:33][C:32](=[O:35])[C:31]([CH3:36])=[N:30][C:29]=4[N:28]=[CH:27][CH:26]=3)=[CH:22][C:21]=2[F:39])=[O:12])[N:7]([C:13]2[CH:18]=[CH:17][CH:16]=[CH:15][CH:14]=2)[N:6]=1)([CH3:4])([CH3:2])[CH3:3], predict the reactants needed to synthesize it. (4) Given the product [Br:15][CH2:16][C:17]([C:14]1[C:8]2[C:9](=[N:10][CH:11]=[C:6]([F:5])[CH:7]=2)[NH:12][CH:13]=1)=[O:18], predict the reactants needed to synthesize it. The reactants are: [Cl-].[Al+3].[Cl-].[Cl-].[F:5][C:6]1[CH:7]=[C:8]2[CH:14]=[CH:13][NH:12][C:9]2=[N:10][CH:11]=1.[Br:15][CH2:16][C:17](Br)=[O:18].C([O-])(O)=O.[Na+]. (5) Given the product [CH:29]([C:8]1[CH:24]=[C:23]([C:25]([O:27][CH3:28])=[O:26])[C:11]2[O:12][C:13]3[C:18]([C:19]([O:21][CH3:22])=[O:20])=[CH:17][CH:16]=[CH:15][C:14]=3[C:10]=2[CH:9]=1)=[CH:30][CH2:31][CH2:32][CH2:33][CH2:34][CH2:35][CH2:36][CH2:37][CH2:38][CH2:39][CH2:40][CH2:41][CH2:42][CH2:43][CH2:44][CH2:45][CH2:46][CH2:47][CH3:48], predict the reactants needed to synthesize it. The reactants are: C(=O)([O-])[O-].[K+].[K+].I[C:8]1[CH:24]=[C:23]([C:25]([O:27][CH3:28])=[O:26])[C:11]2[O:12][C:13]3[C:18]([C:19]([O:21][CH3:22])=[O:20])=[CH:17][CH:16]=[CH:15][C:14]=3[C:10]=2[CH:9]=1.[CH2:29]=[CH:30][CH2:31][CH2:32][CH2:33][CH2:34][CH2:35][CH2:36][CH2:37][CH2:38][CH2:39][CH2:40][CH2:41][CH2:42][CH2:43][CH2:44][CH2:45][CH2:46][CH2:47][CH3:48]. (6) Given the product [CH3:47][O:46][C:40]1[CH:39]=[C:38]([CH:16]([NH:15][C:13]([C:10]2[CH:9]=[CH:8][C:7]([C:6]([OH:48])=[O:5])=[CH:12][CH:11]=2)=[O:14])[CH2:17][C:18]([NH:20][C:21]2[CH:22]=[CH:23][C:24]([NH:27][C:28]([NH:30][C:31]3[CH:36]=[CH:35][CH:34]=[CH:33][C:32]=3[CH3:37])=[O:29])=[CH:25][CH:26]=2)=[O:19])[CH:43]=[CH:42][C:41]=1[O:44][CH3:45], predict the reactants needed to synthesize it. The reactants are: C([O:5][C:6](=[O:48])[C:7]1[CH:12]=[CH:11][C:10]([C:13]([NH:15][CH:16]([C:38]2[CH:43]=[CH:42][C:41]([O:44][CH3:45])=[C:40]([O:46][CH3:47])[CH:39]=2)[CH2:17][C:18]([NH:20][C:21]2[CH:26]=[CH:25][C:24]([NH:27][C:28]([NH:30][C:31]3[CH:36]=[CH:35][CH:34]=[CH:33][C:32]=3[CH3:37])=[O:29])=[CH:23][CH:22]=2)=[O:19])=[O:14])=[CH:9][CH:8]=1)(C)(C)C.C(O)(C(F)(F)F)=O. (7) Given the product [NH2:7][C:8]([CH3:39])([CH2:36][CH2:37][CH3:38])[CH2:9][NH:10][C:11]([C:13]1[C:14]([CH3:35])=[N:15][N:16]2[C:21]([O:22][CH2:23][C:24]3[C:29]([F:30])=[CH:28][CH:27]=[C:26]([C:31]#[N:32])[C:25]=3[F:33])=[CH:20][C:19]([CH3:34])=[CH:18][C:17]=12)=[O:12], predict the reactants needed to synthesize it. The reactants are: C(OC(=O)[NH:7][C:8]([CH3:39])([CH2:36][CH2:37][CH3:38])[CH2:9][NH:10][C:11]([C:13]1[C:14]([CH3:35])=[N:15][N:16]2[C:21]([O:22][CH2:23][C:24]3[C:29]([F:30])=[CH:28][CH:27]=[C:26]([C:31]#[N:32])[C:25]=3[F:33])=[CH:20][C:19]([CH3:34])=[CH:18][C:17]=12)=[O:12])(C)(C)C.FC(F)(F)C(O)=O. (8) Given the product [C:1]([O:5][C:6]([N:8]1[CH:15]2[CH:10]([CH2:11][CH2:12][NH:13][CH2:14]2)[CH2:9]1)=[O:7])([CH3:4])([CH3:2])[CH3:3], predict the reactants needed to synthesize it. The reactants are: [C:1]([O:5][C:6]([N:8]1[CH:15]2[CH:10]([CH2:11][CH2:12][N:13](C(=O)C(F)(F)F)[CH2:14]2)[CH2:9]1)=[O:7])([CH3:4])([CH3:3])[CH3:2].C([O-])([O-])=O.[K+].[K+]. (9) The reactants are: [N:1]1[CH:6]=[CH:5][CH:4]=[C:3]([C:7]2([CH2:12][C:13]([OH:15])=O)[NH:11][CH:10]=[CH:9][S:8]2)[CH:2]=1.[NH2:16][C:17]1[CH:24]=[CH:23][CH:22]=[CH:21][C:18]=1[CH:19]=[O:20]. Given the product [CH:19]([C:18]1[CH:21]=[CH:22][CH:23]=[CH:24][C:17]=1[NH:16][C:13](=[O:15])[CH2:12][C:7]1([C:3]2[CH:2]=[N:1][CH:6]=[CH:5][CH:4]=2)[NH:11][CH:10]=[CH:9][S:8]1)=[O:20], predict the reactants needed to synthesize it.